From a dataset of Full USPTO retrosynthesis dataset with 1.9M reactions from patents (1976-2016). Predict the reactants needed to synthesize the given product. (1) Given the product [CH3:1][NH:2][C:3]([C:5]1[CH:13]=[C:12]2[C:8]([CH:9]=[CH:10][N:11]2[CH:14]2[CH2:19][CH2:18][NH:17][CH2:16][CH2:15]2)=[CH:7][CH:6]=1)=[O:4], predict the reactants needed to synthesize it. The reactants are: [CH3:1][NH:2][C:3]([C:5]1[CH:13]=[C:12]2[C:8]([CH:9]=[CH:10][N:11]2[CH:14]2[CH2:19][CH2:18][N:17](C(OCC3C=CC=CC=3)=O)[CH2:16][CH2:15]2)=[CH:7][CH:6]=1)=[O:4]. (2) Given the product [CH:13]1(/[CH:19]=[C:20](\[C:2]2[CH:7]=[CH:6][C:5]([S:8]([CH3:11])(=[O:10])=[O:9])=[C:4]([F:12])[CH:3]=2)/[CH2:21][OH:22])[CH2:18][CH2:17][CH2:16][CH2:15][CH2:14]1, predict the reactants needed to synthesize it. The reactants are: Br[C:2]1[CH:7]=[CH:6][C:5]([S:8]([CH3:11])(=[O:10])=[O:9])=[C:4]([F:12])[CH:3]=1.[CH:13]1(/[CH:19]=[C:20](\B2OC(C)(C)C(C)(C)O2)/[CH2:21][OH:22])[CH2:18][CH2:17][CH2:16][CH2:15][CH2:14]1.C(=O)([O-])[O-].[K+].[K+]. (3) Given the product [CH2:11]([C:12]1[C:13]2[C:18](=[CH:17][CH:16]=[CH:15][CH:14]=2)[CH:19]=[C:20]([C:23]([OH:25])=[O:24])[C:21]=1[OH:22])[C:10]1[C:4]2[C:5](=[CH:6][CH:1]=[CH:2][CH:3]=2)[CH:7]=[C:8]([C:27]([OH:29])=[O:28])[C:9]=1[OH:26].[Br:30][C:31]1[CH:49]=[N:48][C:34]2[N:35]=[C:36]([N:42]3[CH2:45][CH:44]([NH:46][CH3:47])[CH2:43]3)[C:37]3[N:38]([CH:39]=[N:40][N:41]=3)[C:33]=2[CH:32]=1, predict the reactants needed to synthesize it. The reactants are: [CH:1]1[CH:2]=[CH:3][C:4]2[C:5](=[CH:7][C:8]([C:27]([OH:29])=[O:28])=[C:9]([OH:26])[C:10]=2[CH2:11][C:12]2[C:21]([OH:22])=[C:20]([C:23]([OH:25])=[O:24])[CH:19]=[C:18]3[C:13]=2[CH:14]=[CH:15][CH:16]=[CH:17]3)[CH:6]=1.[Br:30][C:31]1[CH:49]=[N:48][C:34]2[N:35]=[C:36]([N:42]3[CH2:45][CH:44]([NH:46][CH3:47])[CH2:43]3)[C:37]3[N:38]([CH:39]=[N:40][N:41]=3)[C:33]=2[CH:32]=1. (4) Given the product [CH3:1][C:2]1[C:22]([O:23][CH2:24][CH2:25][CH2:26][NH:27][C:28]2[CH:33]=[CH:32][CH:31]=[CH:30][N:29]=2)=[CH:21][C:5]2[CH2:6][C:7]3[CH:20]=[CH:19][CH:18]=[CH:17][C:8]=3[CH:9]([CH2:11][C:12]([OH:14])=[O:13])[CH2:10][C:4]=2[CH:3]=1, predict the reactants needed to synthesize it. The reactants are: [CH3:1][C:2]1[C:22]([O:23][CH2:24][CH2:25][CH2:26][NH:27][C:28]2[CH:33]=[CH:32][CH:31]=[CH:30][N:29]=2)=[CH:21][C:5]2[CH2:6][C:7]3[CH:20]=[CH:19][CH:18]=[CH:17][C:8]=3[CH:9]([CH2:11][C:12]([O:14]CC)=[O:13])[CH2:10][C:4]=2[CH:3]=1.N1C=CC=CC=1NCCCOC1C=CC2C[C@H](CC(OCC)=O)C3C=CC=CC=3CC=2C=1. (5) Given the product [Br:1][C:2]1[CH:7]=[CH:6][C:5]([C:8]2[N:9]=[C:10]([N:13]3[C@H:17]([CH2:18][F:27])[CH2:16][O:15][C:14]3=[O:20])[S:11][CH:12]=2)=[CH:4][CH:3]=1, predict the reactants needed to synthesize it. The reactants are: [Br:1][C:2]1[CH:7]=[CH:6][C:5]([C:8]2[N:9]=[C:10]([N:13]3[C@H:17]([CH2:18]O)[CH2:16][O:15][C:14]3=[O:20])[S:11][CH:12]=2)=[CH:4][CH:3]=1.C(N(S(F)(F)[F:27])CC)C. (6) Given the product [Br:10][C:11]1[CH:12]=[C:13]2[C:18]([NH:24][C@@H:25]3[CH2:29][CH2:28][C@:27]([CH3:34])([C:30]([O:32][CH3:33])=[O:31])[C:26]3([CH3:36])[CH3:35])=[C:17]([C:20](=[O:21])[NH2:22])[CH:16]=[N:15][N:14]2[CH:23]=1, predict the reactants needed to synthesize it. The reactants are: CCN(C(C)C)C(C)C.[Br:10][C:11]1[CH:12]=[C:13]2[C:18](Cl)=[C:17]([C:20]([NH2:22])=[O:21])[CH:16]=[N:15][N:14]2[CH:23]=1.[NH2:24][C@@H:25]1[CH2:29][CH2:28][C@:27]([CH3:34])([C:30]([O:32][CH3:33])=[O:31])[C:26]1([CH3:36])[CH3:35]. (7) Given the product [Cl:18][C:13]1[CH:12]=[C:11]([O:10][C:7]2[CH:8]=[CH:9][C:4]([NH2:1])=[CH:5][CH:6]=2)[CH:16]=[CH:15][C:14]=1[F:17], predict the reactants needed to synthesize it. The reactants are: [N+:1]([C:4]1[CH:9]=[CH:8][C:7]([O:10][C:11]2[CH:16]=[CH:15][C:14]([F:17])=[C:13]([Cl:18])[CH:12]=2)=[CH:6][CH:5]=1)([O-])=O.[Cl-].[NH4+].O. (8) The reactants are: [C:1]([C@@:18]1(C(O)=O)[CH2:22][C@@H:21]([NH2:23])[CH2:20][N:19]1[C:24]([O:26][C:27]([CH3:30])([CH3:29])[CH3:28])=[O:25])([O:3]CC1C2C(=CC=CC=2)C2C1=CC=CC=2)=[O:2]. Given the product [NH2:23][CH:21]1[CH2:20][N:19]([C:24]([O:26][C:27]([CH3:28])([CH3:29])[CH3:30])=[O:25])[CH:18]([C:1]([OH:3])=[O:2])[CH2:22]1, predict the reactants needed to synthesize it. (9) Given the product [NH2:24][C:20]1[CH:19]=[C:18]2[C:23](=[CH:22][CH:21]=1)[N:15]([CH2:14][C:10]1[N:9]=[C:8]([C:6]([NH:5][C:1]([CH3:4])([CH3:3])[CH3:2])=[O:7])[CH:13]=[CH:12][CH:11]=1)[CH:16]=[CH:17]2, predict the reactants needed to synthesize it. The reactants are: [C:1]([NH:5][C:6]([C:8]1[CH:13]=[CH:12][CH:11]=[C:10]([CH2:14][N:15]2[C:23]3[C:18](=[CH:19][C:20]([N+:24]([O-])=O)=[CH:21][CH:22]=3)[CH:17]=[CH:16]2)[N:9]=1)=[O:7])([CH3:4])([CH3:3])[CH3:2]. (10) Given the product [CH:21]([N:18]1[CH2:19][CH2:20][N:15]([C:13]([C@H:10]2[CH2:11][CH2:12][C@H:7]([O:6][C:5]3[CH:24]=[CH:25][C:2]([C:31]4[S:32][CH:33]=[CH:34][N:35]=4)=[CH:3][CH:4]=3)[CH2:8][CH2:9]2)=[O:14])[CH2:16][CH2:17]1)([CH3:23])[CH3:22], predict the reactants needed to synthesize it. The reactants are: I[C:2]1[CH:25]=[CH:24][C:5]([O:6][CH:7]2[CH2:12][CH2:11][CH:10]([C:13]([N:15]3[CH2:20][CH2:19][N:18]([CH:21]([CH3:23])[CH3:22])[CH2:17][CH2:16]3)=[O:14])[CH2:9][CH2:8]2)=[CH:4][CH:3]=1.C([Sn](CCCC)(CCCC)[C:31]1[S:32][CH:33]=[CH:34][N:35]=1)CCC.